Dataset: Reaction yield outcomes from USPTO patents with 853,638 reactions. Task: Predict the reaction yield, written as a fraction of the theoretical maximum amount of product (1.0 means a 100% yield; for example, 0.34 means a 34% yield). (1) The reactants are Cl[C:2]1[C:11]2[C:6](=[CH:7][C:8]([O:14][CH3:15])=[C:9]([O:12][CH3:13])[CH:10]=2)[N:5]=[CH:4][CH:3]=1.[CH3:16][C:17]1[CH:27]=[C:21]([C:22]([O:24][CH2:25][CH3:26])=[O:23])[C:20]([OH:28])=[CH:19][CH:18]=1. The catalyst is CN(C)C1C=CN=CC=1.ClC1C=CC=CC=1Cl. The product is [CH3:13][O:12][C:9]1[CH:10]=[C:11]2[C:6](=[CH:7][C:8]=1[O:14][CH3:15])[N:5]=[CH:4][CH:3]=[C:2]2[O:28][C:20]1[CH:19]=[CH:18][C:17]([CH3:16])=[CH:27][C:21]=1[C:22]([O:24][CH2:25][CH3:26])=[O:23]. The yield is 0.350. (2) The reactants are C([O:5][C:6]1[C:7]([CH2:12][N:13]2[CH2:18][CH2:17][C@H:16]([OH:19])[C@H:15]([CH2:20][O:21][C:22]3[CH:27]=[CH:26][CH:25]=[CH:24][C:23]=3[F:28])[CH2:14]2)=[N:8][CH:9]=[CH:10][N:11]=1)(C)(C)C.C(=O)(O)[O-].[Na+].ClCCl. The catalyst is C(OCC)(=O)C.Cl.C(OCC)(=O)C. The product is [F:28][C:23]1[CH:24]=[CH:25][CH:26]=[CH:27][C:22]=1[O:21][CH2:20][C@H:15]1[C@@H:16]([OH:19])[CH2:17][CH2:18][N:13]([CH2:12][C:7]2[C:6](=[O:5])[NH:11][CH:10]=[CH:9][N:8]=2)[CH2:14]1. The yield is 0.400.